Dataset: Forward reaction prediction with 1.9M reactions from USPTO patents (1976-2016). Task: Predict the product of the given reaction. (1) Given the reactants ClC(Cl)C(Cl)=[O:4].Cl[CH:8](Cl)[C:9]([N:11]([CH2:15][CH2:16][C:17]1[N:18]=[C:19]([NH:22][S:23]([C:26]2[CH:31]=[CH:30][CH:29]=[C:28]([Cl:32])[C:27]=2[CH3:33])(=[O:25])=[O:24])[S:20][CH:21]=1)[CH2:12][CH2:13][OH:14])=[O:10].[OH-].[K+].Cl, predict the reaction product. The product is: [Cl:32][C:28]1[C:27]([CH3:33])=[C:26]([S:23]([NH:22][C:19]2[S:20][CH:21]=[C:17]([CH2:16][CH2:15][N:11]3[CH2:12][CH2:13][O:14][CH:8]([OH:4])[C:9]3=[O:10])[N:18]=2)(=[O:25])=[O:24])[CH:31]=[CH:30][CH:29]=1. (2) Given the reactants [C:1]([O:9][CH2:10][CH3:11])(=O)[C:2]1[CH:7]=[CH:6][CH:5]=[CH:4][CH:3]=1.COC1C=CC(P2(SP(C3C=CC(OC)=CC=3)(=S)S2)=[S:21])=CC=1, predict the reaction product. The product is: [CH2:10]([O:9][C:1](=[S:21])[C:2]1[CH:7]=[CH:6][CH:5]=[CH:4][CH:3]=1)[CH3:11]. (3) Given the reactants [C:1]([CH2:4][CH2:5][C:6]1[C:10]([CH3:11])=[CH:9][NH:8][CH:7]=1)([OH:3])=[O:2].CO.[CH3:14][C:15]1C=CC(S(N(N=O)C)(=O)=O)=CC=1.[OH-].[K+], predict the reaction product. The product is: [CH2:14]([O:2][C:1]([CH2:4][CH2:5][C:6]1[C:10]([CH3:11])=[CH:9][NH:8][CH:7]=1)=[O:3])[CH3:15]. (4) Given the reactants [C:1]([C:4]1[CH:5]=[N:6][CH:7]=[CH:8][CH:9]=1)(=[O:3])[CH3:2].[O-]CC.[K+], predict the reaction product. The product is: [OH:3][CH:1]([C:4]1[CH:5]=[N:6][CH:7]=[CH:8][CH:9]=1)[CH3:2]. (5) Given the reactants [CH:1]([N:14]1[N:18]=[N:17][C:16]([C:19]2[CH:24]=[C:23](Br)[CH:22]=[C:21](Br)[CH:20]=2)=[N:15]1)([C:8]1[CH:13]=[CH:12][CH:11]=[CH:10][CH:9]=1)[C:2]1[CH:7]=[CH:6][CH:5]=[CH:4][CH:3]=1.[CH3:27][C:28]1[C:37]2[C:32](=[CH:33][CH:34]=[CH:35][CH:36]=2)[C:31](B(O)O)=[CH:30][CH:29]=1.O1[CH2:46][CH2:45]OCC1.C(=O)([O-])[O-].[Na+].[Na+], predict the reaction product. The product is: [CH:1]([N:14]1[N:18]=[N:17][C:16]([C:19]2[CH:24]=[C:23]([C:31]3[C:32]4[C:37](=[CH:36][CH:35]=[CH:34][CH:33]=4)[C:28]([CH3:27])=[CH:29][CH:30]=3)[CH:22]=[C:21]([C:1]3[C:2]4[C:3](=[CH:4][CH:5]=[CH:6][CH:7]=4)[C:45]([CH3:46])=[CH:9][CH:8]=3)[CH:20]=2)=[N:15]1)([C:8]1[CH:13]=[CH:12][CH:11]=[CH:10][CH:9]=1)[C:2]1[CH:7]=[CH:6][CH:5]=[CH:4][CH:3]=1. (6) Given the reactants CC1OC(C2NC3C(=CC=CC=3)N3[C:8]2=[C:9]2[N:31]([CH3:32])[C:29](=[O:30])[N:28]([CH3:33])[C:26](=[O:27])[C:10]2=C3C2C=CC=CC=2)=CC=1.CC1NC(=O)NC(=O)C=1.COS(OC)(=O)=O, predict the reaction product. The product is: [CH3:32][N:31]1[C:9]([CH3:8])=[CH:10][C:26](=[O:27])[N:28]([CH3:33])[C:29]1=[O:30]. (7) Given the reactants O=[C:2]1[CH2:7][CH2:6][O:5][CH:4]([C:8]2[CH:17]=[CH:16][CH:15]=[CH:14][C:9]=2[C:10]([O:12][CH3:13])=[O:11])[CH2:3]1.Cl.[NH2:19][OH:20].C([O-])(=O)C.[Na+], predict the reaction product. The product is: [OH:20][N:19]=[C:2]1[CH2:7][CH2:6][O:5][CH:4]([C:8]2[CH:17]=[CH:16][CH:15]=[CH:14][C:9]=2[C:10]([O:12][CH3:13])=[O:11])[CH2:3]1.